From a dataset of Peptide-MHC class I binding affinity with 185,985 pairs from IEDB/IMGT. Regression. Given a peptide amino acid sequence and an MHC pseudo amino acid sequence, predict their binding affinity value. This is MHC class I binding data. (1) The peptide sequence is EEVPTLIKTL. The MHC is HLA-B44:03 with pseudo-sequence HLA-B44:03. The binding affinity (normalized) is 0.251. (2) The peptide sequence is IKFAAGIII. The MHC is HLA-B15:03 with pseudo-sequence HLA-B15:03. The binding affinity (normalized) is 0.743. (3) The peptide sequence is LLPPELSET. The MHC is HLA-A02:01 with pseudo-sequence HLA-A02:01. The binding affinity (normalized) is 0.215. (4) The peptide sequence is KTAVNMLTH. The MHC is HLA-A11:01 with pseudo-sequence HLA-A11:01. The binding affinity (normalized) is 0.503. (5) The peptide sequence is FLCKQYLNL. The MHC is Patr-A0301 with pseudo-sequence Patr-A0301. The binding affinity (normalized) is 0.0599. (6) The MHC is H-2-Db with pseudo-sequence H-2-Db. The peptide sequence is LAILCFCCL. The binding affinity (normalized) is 0. (7) The peptide sequence is GARNARLMRA. The MHC is HLA-A02:01 with pseudo-sequence HLA-A02:01. The binding affinity (normalized) is 0. (8) The peptide sequence is NMGLKFRQL. The MHC is Patr-A0701 with pseudo-sequence Patr-A0701. The binding affinity (normalized) is 0.213. (9) The peptide sequence is AGAEFLRSLD. The MHC is H-2-Kb with pseudo-sequence H-2-Kb. The binding affinity (normalized) is 0.